This data is from Full USPTO retrosynthesis dataset with 1.9M reactions from patents (1976-2016). The task is: Predict the reactants needed to synthesize the given product. (1) Given the product [CH3:1][C:2]1[N:3]=[CH:4][N:5]([C:10]2[CH:17]=[C:16]([C:18]([F:19])([F:21])[F:20])[CH:15]=[C:12]([CH:11]=2)[C:13]#[N:14])[CH:6]=1, predict the reactants needed to synthesize it. The reactants are: [CH3:1][C:2]1[N:3]=[CH:4][NH:5][CH:6]=1.[H-].[Na+].F[C:10]1[CH:11]=[C:12]([CH:15]=[C:16]([C:18]([F:21])([F:20])[F:19])[CH:17]=1)[C:13]#[N:14].O. (2) Given the product [OH:42][CH2:41][C@H:40]([NH:39][C:33](=[O:35])[C:32]1[CH:36]=[CH:37][CH:38]=[C:30]([S:27]([CH2:26][C:16]2[C:17]3[CH2:18][CH2:19][CH2:20][C:21](=[O:25])[C:22]=3[CH:23]=[CH:24][C:15]=2[O:14][C@@H:7]([C:8]2[CH:13]=[CH:12][CH:11]=[CH:10][CH:9]=2)[CH2:6][N:1]2[CH:5]=[CH:4][N:3]=[CH:2]2)(=[O:29])=[O:28])[CH:31]=1)[CH2:43][CH3:44], predict the reactants needed to synthesize it. The reactants are: [N:1]1([CH2:6][C@@H:7]([O:14][C:15]2[CH:24]=[CH:23][C:22]3[C:21](=[O:25])[CH2:20][CH2:19][CH2:18][C:17]=3[C:16]=2[CH2:26][S:27]([C:30]2[CH:31]=[C:32]([CH:36]=[CH:37][CH:38]=2)[C:33]([OH:35])=O)(=[O:29])=[O:28])[C:8]2[CH:13]=[CH:12][CH:11]=[CH:10][CH:9]=2)[CH:5]=[CH:4][N:3]=[CH:2]1.[NH2:39][C@H:40]([CH2:43][CH3:44])[CH2:41][OH:42]. (3) Given the product [CH:24]([O:27][CH2:28][CH2:29][NH:30][C:7]([C:6]1[C:5]2[CH:10]=[CH:11][C:12]([O:14][C:15]3[CH:20]=[CH:19][N:18]=[C:17]4[CH:21]=[CH:22][S:23][C:16]=34)=[CH:13][C:4]=2[O:3][C:2]=1[CH3:1])=[O:8])([CH3:26])[CH3:25], predict the reactants needed to synthesize it. The reactants are: [CH3:1][C:2]1[O:3][C:4]2[CH:13]=[C:12]([O:14][C:15]3[CH:20]=[CH:19][N:18]=[C:17]4[CH:21]=[CH:22][S:23][C:16]=34)[CH:11]=[CH:10][C:5]=2[C:6]=1[C:7](Cl)=[O:8].[CH:24]([O:27][CH2:28][CH2:29][NH2:30])([CH3:26])[CH3:25].